This data is from Peptide-MHC class II binding affinity with 134,281 pairs from IEDB. The task is: Regression. Given a peptide amino acid sequence and an MHC pseudo amino acid sequence, predict their binding affinity value. This is MHC class II binding data. (1) The peptide sequence is PFLLAQFTSAICSVV. The MHC is DRB1_0401 with pseudo-sequence DRB1_0401. The binding affinity (normalized) is 0.415. (2) The peptide sequence is KISGEWYSIFLASDVK. The MHC is HLA-DQA10401-DQB10402 with pseudo-sequence HLA-DQA10401-DQB10402. The binding affinity (normalized) is 0.501.